Regression. Given two drug SMILES strings and cell line genomic features, predict the synergy score measuring deviation from expected non-interaction effect. From a dataset of NCI-60 drug combinations with 297,098 pairs across 59 cell lines. Drug 1: C1CCC(CC1)NC(=O)N(CCCl)N=O. Drug 2: CNC(=O)C1=NC=CC(=C1)OC2=CC=C(C=C2)NC(=O)NC3=CC(=C(C=C3)Cl)C(F)(F)F. Cell line: EKVX. Synergy scores: CSS=19.9, Synergy_ZIP=-2.81, Synergy_Bliss=-0.598, Synergy_Loewe=-8.80, Synergy_HSA=0.624.